From a dataset of Catalyst prediction with 721,799 reactions and 888 catalyst types from USPTO. Predict which catalyst facilitates the given reaction. (1) Reactant: [C:1]([C:3]1[CH:23]=[CH:22][C:6]([CH2:7][NH:8][C:9](=[O:21])[CH:10]([C:13]2[C:18]([OH:19])=[CH:17][CH:16]=[CH:15][C:14]=2[F:20])[O:11][CH3:12])=[CH:5][CH:4]=1)#[N:2].C(N(CC)CC)C.[F:31][C:32]([F:45])([F:44])[S:33](O[S:33]([C:32]([F:45])([F:44])[F:31])(=[O:35])=[O:34])(=[O:35])=[O:34]. Product: [C:1]([C:3]1[CH:4]=[CH:5][C:6]([CH2:7][NH:8][C:9]([CH:10]([O:11][CH3:12])[C:13]2[C:14]([F:20])=[CH:15][CH:16]=[CH:17][C:18]=2[O:19][S:33]([C:32]([F:45])([F:44])[F:31])(=[O:35])=[O:34])=[O:21])=[CH:22][CH:23]=1)#[N:2]. The catalyst class is: 154. (2) The catalyst class is: 2. Product: [Cl:29][C:27]1[S:28][C:23]2[CH:22]=[C:21]([C:19]([NH:18][C@H:10]3[CH2:11][C:12]4[C:17](=[CH:16][CH:15]=[CH:14][CH:13]=4)[C@@H:9]3[NH:8][CH:3]=[O:4])=[O:20])[NH:25][C:24]=2[C:26]=1[Cl:30]. Reactant: FC(F)(F)[C:3](O)=[O:4].[NH2:8][C@H:9]1[C:17]2[C:12](=[CH:13][CH:14]=[CH:15][CH:16]=2)[CH2:11][C@@H:10]1[NH:18][C:19]([C:21]1[NH:25][C:24]2[C:26]([Cl:30])=[C:27]([Cl:29])[S:28][C:23]=2[CH:22]=1)=[O:20].C(O)=O.CCN(C(C)C)C(C)C.C1C=CC2N(O)N=NC=2C=1.CCN=C=NCCCN(C)C. (3) Reactant: [N:1]([C@@H:4]([C@@H:19]([C:28]1[CH:33]=[CH:32][C:31]([Cl:34])=[CH:30][CH:29]=1)[C@H:20]1[CH2:25][CH2:24][O:23][C:22]([CH3:27])([CH3:26])[CH2:21]1)[C:5](N1[C@@H](C2C=CC=CC=2)COC1=O)=[O:6])=[N+:2]=[N-:3].[OH:35]O.[Li+].[OH-]. Product: [N:1]([C@@H:4]([C@@H:19]([C:28]1[CH:33]=[CH:32][C:31]([Cl:34])=[CH:30][CH:29]=1)[C@H:20]1[CH2:25][CH2:24][O:23][C:22]([CH3:27])([CH3:26])[CH2:21]1)[C:5]([OH:6])=[O:35])=[N+:2]=[N-:3]. The catalyst class is: 20.